Dataset: Forward reaction prediction with 1.9M reactions from USPTO patents (1976-2016). Task: Predict the product of the given reaction. Given the reactants [CH3:1][C:2]1[C:10]([CH3:12])([CH3:11])[C:9]2[C:4](=[CH:5][CH:6]=[CH:7][CH:8]=2)[N:3]=1.[I:13][CH2:14][CH2:15][C:16]([OH:18])=[O:17], predict the reaction product. The product is: [I-:13].[C:16]([CH2:15][CH2:14][NH+:3]1[C:4]2[C:9](=[CH:8][CH:7]=[CH:6][CH:5]=2)[C:10]([CH3:12])([CH3:11])[CH:2]1[CH3:1])([OH:18])=[O:17].